Dataset: Full USPTO retrosynthesis dataset with 1.9M reactions from patents (1976-2016). Task: Predict the reactants needed to synthesize the given product. The reactants are: [Br:1][C:2]1[CH:11]=[CH:10][C:5]([C:6]([O:8][CH3:9])=[O:7])=[CH:4][C:3]=1[CH2:12][OH:13].N1C=CN=C1.[Si:19](Cl)([C:22]([CH3:25])([CH3:24])[CH3:23])([CH3:21])[CH3:20]. Given the product [Br:1][C:2]1[CH:11]=[CH:10][C:5]([C:6]([O:8][CH3:9])=[O:7])=[CH:4][C:3]=1[CH2:12][O:13][Si:19]([C:22]([CH3:25])([CH3:24])[CH3:23])([CH3:21])[CH3:20], predict the reactants needed to synthesize it.